Dataset: Catalyst prediction with 721,799 reactions and 888 catalyst types from USPTO. Task: Predict which catalyst facilitates the given reaction. (1) Reactant: [CH3:1][C:2]1[N:7]=[C:6]([S:8][CH2:9][C:10]2[S:14][CH:13]=[N:12][C:11]=2[CH3:15])[N:5]=[C:4]([OH:16])[CH:3]=1.[ClH:17].O1CCOCC1. Product: [ClH:17].[CH3:1][C:2]1[N:7]=[C:6]([S:8][CH2:9][C:10]2[S:14][CH:13]=[N:12][C:11]=2[CH3:15])[N:5]=[C:4]([OH:16])[CH:3]=1. The catalyst class is: 5. (2) Reactant: S(C1C=CC(C)=CC=1)(O)(=O)=O.[NH:12]1[CH2:16][CH2:15][N:14]=[C:13]1[NH2:17].[Na].C(NC(C=C([C:29]1[C:30]([NH2:39])=[C:31]([CH:35]=[C:36]([Br:38])[CH:37]=1)[C:32]([O-])=[O:33])C)=O)(C)(C)C. Product: [NH2:39][C:30]1[CH:29]=[CH:37][C:36]([Br:38])=[CH:35][C:31]=1[C:32]([NH:17][C:13]1[NH:14][CH2:15][CH2:16][N:12]=1)=[O:33]. The catalyst class is: 41. (3) Reactant: CSC.B.O=[C:6]1[CH2:11][O:10][C:9]2[CH:12]=[CH:13][C:14]([CH2:16][C:17]([O:19][CH3:20])=[O:18])=[CH:15][C:8]=2[NH:7]1.CO. Product: [O:10]1[CH2:11][CH2:6][NH:7][C:8]2[CH:15]=[C:14]([CH2:16][C:17]([O:19][CH3:20])=[O:18])[CH:13]=[CH:12][C:9]1=2. The catalyst class is: 1. (4) Reactant: C([N:4]1[C:12]2[C:7](=[CH:8][CH:9]=[CH:10][CH:11]=2)/[C:6](=[C:13](/OCC)\[C:14]2[CH:19]=[CH:18][CH:17]=[CH:16][CH:15]=2)/[C:5]1=[O:23])(=[O:3])C.C(OC(=O)[NH:30][CH2:31][CH2:32][CH2:33][CH2:34][CH2:35][CH2:36][NH:37][C:38](=[O:46])[C:39]1[CH:44]=[CH:43][C:42]([NH2:45])=[CH:41][CH:40]=1)(C)(C)C.ClCCl. Product: [OH-:3].[NH4+:4].[NH2:30][CH2:31][CH2:32][CH2:33][CH2:34][CH2:35][CH2:36][NH:37][C:38](=[O:46])[C:39]1[CH:44]=[CH:43][C:42]([NH:45]/[C:13](=[C:6]2\[C:5](=[O:23])[NH:4][C:12]3[C:7]\2=[CH:8][CH:9]=[CH:10][CH:11]=3)/[C:14]2[CH:15]=[CH:16][CH:17]=[CH:18][CH:19]=2)=[CH:41][CH:40]=1. The catalyst class is: 121. (5) Reactant: [Si:1]([OH:8])([C:4]([CH3:7])([CH3:6])[CH3:5])([CH3:3])[CH3:2].ClC([CH:12]=[CH:13][SiH3:14])Cl.[CH2:15](N(CC)CC)C.[CH2:22]([NH2:25])[CH2:23][CH3:24].Cl[Si:27]([CH3:30])([CH3:29])[CH3:28]. Product: [C:4]([Si:1]([CH3:3])([CH3:2])[O:8][Si:14]([CH3:15])([N:25]([CH2:22][CH2:23][CH3:24])[Si:27]([CH3:30])([CH3:29])[CH3:28])[CH:13]=[CH2:12])([CH3:7])([CH3:6])[CH3:5]. The catalyst class is: 2. (6) Reactant: [C:1](Cl)(=O)C.[CH3:5][C:6]1[CH:14]=[CH:13][C:12]([N+:15]([O-:17])=[O:16])=[CH:11][C:7]=1[C:8]([OH:10])=[O:9]. Product: [CH3:1][O:9][C:8](=[O:10])[C:7]1[CH:11]=[C:12]([N+:15]([O-:17])=[O:16])[CH:13]=[CH:14][C:6]=1[CH3:5]. The catalyst class is: 5.